Dataset: Catalyst prediction with 721,799 reactions and 888 catalyst types from USPTO. Task: Predict which catalyst facilitates the given reaction. (1) Reactant: [CH:1]([C:4]1[CH:9]=[CH:8][C:7]([SH:10])=[CH:6][CH:5]=1)([CH3:3])[CH3:2].Br[C:12]1[C:13]([NH2:18])=[N:14][CH:15]=[CH:16][CH:17]=1.CC1(C)C2C=CC=C(P(C3C=CC=CC=3)C3C=CC=CC=3)C=2OC2C1=CC=CC=2P(C1C=CC=CC=1)C1C=CC=CC=1.CCN(C(C)C)C(C)C. Product: [CH3:2][CH:1]([C:4]1[CH:9]=[CH:8][C:7]([S:10][C:12]2[C:13]([NH2:18])=[N:14][CH:15]=[CH:16][CH:17]=2)=[CH:6][CH:5]=1)[CH3:3]. The catalyst class is: 491. (2) Reactant: [CH3:1][O:2][C:3]1[CH:8]=[CH:7][C:6]([CH2:9][CH2:10][CH2:11][CH2:12][OH:13])=[CH:5][CH:4]=1.CCN(CC)CC.[CH3:21][S:22](Cl)(=[O:24])=[O:23]. Product: [CH3:21][S:22]([O:13][CH2:12][CH2:11][CH2:10][CH2:9][C:6]1[CH:7]=[CH:8][C:3]([O:2][CH3:1])=[CH:4][CH:5]=1)(=[O:24])=[O:23]. The catalyst class is: 27. (3) The catalyst class is: 4. Product: [OH:2][C:3]1[CH:4]=[C:5]([CH:16]=[CH:17][CH:18]=1)[CH2:6][C:7]1([C:12]([OH:14])=[O:13])[CH2:11][CH2:10][CH2:9][O:8]1. Reactant: C[O:2][C:3]1[CH:4]=[C:5]([CH:16]=[CH:17][CH:18]=1)[CH2:6][C:7]1([C:12]([O:14]C)=[O:13])[CH2:11][CH2:10][CH2:9][O:8]1.B(Br)(Br)Br.CO.O. (4) Reactant: CC(C)(C)OC([NH:6][CH2:7][C:8]1[CH:9]=[CH:10][C:11]2[CH2:18][CH:17]([CH3:19])[O:16][CH2:15][CH2:14][N:13]([C:20]3[CH:25]=[CH:24][CH:23]=[CH:22][CH:21]=3)[C:12]=2[CH:26]=1)=O.C(O)(C(F)(F)F)=O. Product: [CH3:19][CH:17]1[CH2:18][C:11]2[CH:10]=[CH:9][C:8]([CH2:7][NH2:6])=[CH:26][C:12]=2[N:13]([C:20]2[CH:25]=[CH:24][CH:23]=[CH:22][CH:21]=2)[CH2:14][CH2:15][O:16]1. The catalyst class is: 6.